This data is from Retrosynthesis with 50K atom-mapped reactions and 10 reaction types from USPTO. The task is: Predict the reactants needed to synthesize the given product. Given the product O=C(Nc1ccc(OC(F)(F)F)cc1)c1cccc(I)c1, predict the reactants needed to synthesize it. The reactants are: Nc1ccc(OC(F)(F)F)cc1.O=C(O)c1cccc(I)c1.